Regression. Given two drug SMILES strings and cell line genomic features, predict the synergy score measuring deviation from expected non-interaction effect. From a dataset of NCI-60 drug combinations with 297,098 pairs across 59 cell lines. (1) Drug 1: C1CCC(C1)C(CC#N)N2C=C(C=N2)C3=C4C=CNC4=NC=N3. Drug 2: C1C(C(OC1N2C=NC3=C(N=C(N=C32)Cl)N)CO)O. Cell line: EKVX. Synergy scores: CSS=2.35, Synergy_ZIP=0.00592, Synergy_Bliss=0.898, Synergy_Loewe=-1.96, Synergy_HSA=-2.48. (2) Drug 1: C1=C(C(=O)NC(=O)N1)F. Drug 2: CC(C)CN1C=NC2=C1C3=CC=CC=C3N=C2N. Cell line: HL-60(TB). Synergy scores: CSS=30.2, Synergy_ZIP=-13.6, Synergy_Bliss=-28.9, Synergy_Loewe=-30.0, Synergy_HSA=-29.6. (3) Drug 1: CC12CCC(CC1=CCC3C2CCC4(C3CC=C4C5=CN=CC=C5)C)O. Drug 2: CS(=O)(=O)C1=CC(=C(C=C1)C(=O)NC2=CC(=C(C=C2)Cl)C3=CC=CC=N3)Cl. Cell line: A498. Synergy scores: CSS=0.889, Synergy_ZIP=4.89, Synergy_Bliss=-1.88, Synergy_Loewe=-4.15, Synergy_HSA=-3.96. (4) Drug 1: CC1CCC2CC(C(=CC=CC=CC(CC(C(=O)C(C(C(=CC(C(=O)CC(OC(=O)C3CCCCN3C(=O)C(=O)C1(O2)O)C(C)CC4CCC(C(C4)OC)O)C)C)O)OC)C)C)C)OC. Drug 2: CC(C)NC(=O)C1=CC=C(C=C1)CNNC.Cl. Cell line: PC-3. Synergy scores: CSS=27.3, Synergy_ZIP=1.88, Synergy_Bliss=8.74, Synergy_Loewe=11.5, Synergy_HSA=11.5.